Dataset: Kir2.1 potassium channel HTS with 301,493 compounds. Task: Binary Classification. Given a drug SMILES string, predict its activity (active/inactive) in a high-throughput screening assay against a specified biological target. (1) The compound is O=C(NN\C=C1\C=C(OC)C(=O)C=C1)CCn1nnc2c1cccc2. The result is 0 (inactive). (2) The molecule is O(c1ccc(CC(=O)NNC(=O)c2ccncc2)cc1)C. The result is 0 (inactive). (3) The compound is S1\C(C(=O)N(CC(=O)NCCCn2ccnc2)C1=O)=C/c1ccccc1. The result is 0 (inactive). (4) The molecule is O=C(N1CCC(=CC1)c1ccccc1)c1cn(c2nc(ccc2c1=O)C)CC. The result is 0 (inactive). (5) The drug is O(c1c(CN2CCN(CC2)Cc2ccc(OC)cc2)cccc1)C. The result is 0 (inactive). (6) The compound is Fc1cc2nnn(C3CCN(CC3)C(=O)N3CCOCC3)c2cc1. The result is 0 (inactive).